From a dataset of Forward reaction prediction with 1.9M reactions from USPTO patents (1976-2016). Predict the product of the given reaction. (1) Given the reactants N(C(OC(C)(C)C)=O)=NC(OC(C)(C)C)=O.[NH2:17][C:18]1[N:23]=[CH:22][C:21]([C:24]2[CH:29]=[CH:28][C:27]([OH:30])=[CH:26][CH:25]=2)=[CH:20][C:19]=1[C:31]1[O:32][C:33]2[C:38]([N:39]=1)=[CH:37][CH:36]=[CH:35][N:34]=2.C1(P(C2C=CC=CC=2)C2C=CC=CC=2)C=CC=CC=1.[N:59]1([CH2:64][CH2:65][CH2:66]O)[CH2:63][CH2:62][CH2:61][CH2:60]1, predict the reaction product. The product is: [N:39]1[C:38]2[C:33](=[N:34][CH:35]=[CH:36][CH:37]=2)[O:32][C:31]=1[C:19]1[C:18]([NH2:17])=[N:23][CH:22]=[C:21]([C:24]2[CH:29]=[CH:28][C:27]([O:30][CH2:66][CH2:65][CH2:64][N:59]3[CH2:63][CH2:62][CH2:61][CH2:60]3)=[CH:26][CH:25]=2)[CH:20]=1. (2) Given the reactants [CH3:1][C:2]1[N:7]=[C:6]([C:8]2[CH:13]=[CH:12][N:11]=[C:10]([C:14]3[CH:15]=[C:16]([NH2:20])[CH:17]=[CH:18][CH:19]=3)[N:9]=2)[CH:5]=[C:4]([C:21]2[CH:26]=[CH:25][C:24]([C:27]([F:30])([F:29])[F:28])=[CH:23][CH:22]=2)[CH:3]=1.[C:31](Cl)(=[O:33])[CH3:32], predict the reaction product. The product is: [CH3:1][C:2]1[N:7]=[C:6]([C:8]2[CH:13]=[CH:12][N:11]=[C:10]([C:14]3[CH:15]=[C:16]([NH:20][C:31](=[O:33])[CH3:32])[CH:17]=[CH:18][CH:19]=3)[N:9]=2)[CH:5]=[C:4]([C:21]2[CH:26]=[CH:25][C:24]([C:27]([F:30])([F:28])[F:29])=[CH:23][CH:22]=2)[CH:3]=1. (3) Given the reactants FC(F)(F)C(O)=O.[NH2:8][C@H:9]([C:19]1[C:24]([C:25]2[CH:26]=[CH:27][C:28]([F:34])=[C:29]([CH:33]=2)[C:30]([NH2:32])=[O:31])=[CH:23][CH:22]=[CH:21][N:20]=1)[CH2:10][C:11]1[CH:16]=[C:15]([F:17])[CH:14]=[C:13]([F:18])[CH:12]=1.[CH2:35]([O:37][C:38]([N:40]1[CH2:44][CH2:43][CH2:42][CH:41]1[C:45](O)=[O:46])=[O:39])[CH3:36], predict the reaction product. The product is: [C:30]([C:29]1[CH:33]=[C:25]([C:24]2[C:19]([C@@H:9]([NH:8][C:45]([CH:41]3[CH2:42][CH2:43][CH2:44][N:40]3[C:38]([O:37][CH2:35][CH3:36])=[O:39])=[O:46])[CH2:10][C:11]3[CH:12]=[C:13]([F:18])[CH:14]=[C:15]([F:17])[CH:16]=3)=[N:20][CH:21]=[CH:22][CH:23]=2)[CH:26]=[CH:27][C:28]=1[F:34])(=[O:31])[NH2:32]. (4) Given the reactants [F:1][C:2]1[CH:7]=[C:6](SC)[CH:5]=[C:4]([F:10])[C:3]=1[C:11]1[N:16]=[C:15]([C:17]([O:19][CH3:20])=[O:18])[CH:14]=[CH:13][C:12]=1[F:21].[CH:22]1C=C(Cl)C=C(C(OO)=O)C=1.[O-:33][S:34]([O-:37])(=S)=O.[Na+].[Na+].[OH-].[Na+], predict the reaction product. The product is: [F:1][C:2]1[CH:7]=[C:6]([S:34]([CH3:22])(=[O:37])=[O:33])[CH:5]=[C:4]([F:10])[C:3]=1[C:11]1[N:16]=[C:15]([C:17]([O:19][CH3:20])=[O:18])[CH:14]=[CH:13][C:12]=1[F:21]. (5) Given the reactants Cl[C:2]1[N:24]=[C:5]2[C:6]([C:10]3[CH:15]=[C:14]([CH:16]([F:18])[F:17])[CH:13]=[CH:12][C:11]=3[O:19][CH2:20][CH:21]([F:23])[F:22])=[CH:7][CH:8]=[CH:9][N:4]2[N:3]=1.[C:25]([O:29][C:30]([N:32]1[CH2:38][CH2:37][C:36]2[CH:39]=[CH:40][C:41]([NH2:43])=[CH:42][C:35]=2[CH2:34][CH2:33]1)=[O:31])([CH3:28])([CH3:27])[CH3:26], predict the reaction product. The product is: [C:25]([O:29][C:30]([N:32]1[CH2:38][CH2:37][C:36]2[CH:39]=[CH:40][C:41]([NH:43][C:2]3[N:24]=[C:5]4[C:6]([C:10]5[CH:15]=[C:14]([CH:16]([F:18])[F:17])[CH:13]=[CH:12][C:11]=5[O:19][CH2:20][CH:21]([F:23])[F:22])=[CH:7][CH:8]=[CH:9][N:4]4[N:3]=3)=[CH:42][C:35]=2[CH2:34][CH2:33]1)=[O:31])([CH3:28])([CH3:26])[CH3:27]. (6) Given the reactants C(OC([N:8]1[CH2:13][CH2:12][C:11]2[N:14]([CH3:32])[C:15]([C:17]3[CH:22]=[CH:21][N:20]=[C:19]([C:23]#[C:24][C:25]4[CH:30]=[CH:29][CH:28]=[C:27]([Cl:31])[CH:26]=4)[N:18]=3)=[CH:16][C:10]=2[C:9]1=[O:33])=O)(C)(C)C, predict the reaction product. The product is: [Cl:31][C:27]1[CH:26]=[C:25]([C:24]#[C:23][C:19]2[N:18]=[C:17]([C:15]3[N:14]([CH3:32])[C:11]4[CH2:12][CH2:13][NH:8][C:9](=[O:33])[C:10]=4[CH:16]=3)[CH:22]=[CH:21][N:20]=2)[CH:30]=[CH:29][CH:28]=1. (7) The product is: [CH3:11][C:9]1[CH:8]=[C:4]([CH:3]=[C:2]([N:12]2[CH2:16][CH2:15][CH2:14][CH2:13]2)[N:10]=1)[C:5]([OH:7])=[O:6]. Given the reactants Cl[C:2]1[CH:3]=[C:4]([CH:8]=[C:9]([CH3:11])[N:10]=1)[C:5]([OH:7])=[O:6].[NH:12]1[CH2:16][CH2:15][CH2:14][CH2:13]1, predict the reaction product.